Dataset: Catalyst prediction with 721,799 reactions and 888 catalyst types from USPTO. Task: Predict which catalyst facilitates the given reaction. (1) Reactant: [Cl:1][C:2]1[CH:3]=[CH:4][C:5]([O:42][CH3:43])=[C:6]([C@@:8]2([F:41])[C:16]3[C:11](=[CH:12][C:13]([C:17]([F:20])([F:19])[F:18])=[CH:14][CH:15]=3)[N:10]([CH2:21][O:22][C:23](=[O:39])[CH2:24][CH2:25][O:26][P:27]([O:34]C(C)(C)C)([O:29]C(C)(C)C)=[O:28])[C:9]2=[O:40])[CH:7]=1.FC(F)(F)C(O)=O. Product: [Cl:1][C:2]1[CH:3]=[CH:4][C:5]([O:42][CH3:43])=[C:6]([C@@:8]2([F:41])[C:16]3[C:11](=[CH:12][C:13]([C:17]([F:20])([F:19])[F:18])=[CH:14][CH:15]=3)[N:10]([CH2:21][O:22][C:23](=[O:39])[CH2:24][CH2:25][O:26][P:27]([OH:34])([OH:29])=[O:28])[C:9]2=[O:40])[CH:7]=1. The catalyst class is: 4. (2) Reactant: C([O:4][CH2:5][C:6](=[O:28])[C@@H:7]1[C@:23]2([CH3:24])[CH:10]([CH:11]3[C:20](=[CH:21][CH2:22]2)[C@:19]2([CH3:25])[C:14](=[CH:15][C:16](=[O:26])[CH2:17][CH2:18]2)[CH2:13][CH2:12]3)[CH2:9][C@H:8]1[CH3:27])(=O)C.C(=O)([O-])[O-].[K+].[K+].Cl. The catalyst class is: 61. Product: [OH:4][CH2:5][C:6]([C@@H:7]1[C@:23]2([CH3:24])[CH:10]([CH:11]3[C:20](=[CH:21][CH2:22]2)[C@:19]2([CH3:25])[C:14](=[CH:15][C:16](=[O:26])[CH:17]=[CH:18]2)[CH2:13][CH2:12]3)[CH2:9][C@H:8]1[CH3:27])=[O:28]. (3) The catalyst class is: 1. Product: [CH3:25][C:17]1[CH:18]=[C:19]([N+:22]([O-:24])=[O:23])[CH:20]=[CH:21][C:16]=1[O:14][CH2:13][CH:8]1[CH2:9][CH2:10][CH2:11][CH2:12][O:7]1. Reactant: CC(C)([O-])C.[K+].[O:7]1[CH2:12][CH2:11][CH2:10][CH2:9][CH:8]1[CH2:13][OH:14].F[C:16]1[CH:21]=[CH:20][C:19]([N+:22]([O-:24])=[O:23])=[CH:18][C:17]=1[CH3:25].